Predict which catalyst facilitates the given reaction. From a dataset of Catalyst prediction with 721,799 reactions and 888 catalyst types from USPTO. (1) Reactant: [N:1]1[C:6]2[O:7][CH2:8][CH2:9][O:10][C:5]=2[CH:4]=[C:3]([CH2:11][N:12]([C:29]([O:31][C:32]([CH3:35])([CH3:34])[CH3:33])=[O:30])[CH:13]2[CH2:18][CH2:17][N:16](C(OCC3C=CC=CC=3)=O)[CH2:15][CH2:14]2)[N:2]=1. Product: [N:1]1[C:6]2[O:7][CH2:8][CH2:9][O:10][C:5]=2[CH:4]=[C:3]([CH2:11][N:12]([CH:13]2[CH2:18][CH2:17][NH:16][CH2:15][CH2:14]2)[C:29](=[O:30])[O:31][C:32]([CH3:35])([CH3:34])[CH3:33])[N:2]=1. The catalyst class is: 29. (2) Reactant: [C:1]([C:3](=[C:7]([S:10][CH3:11])SC)C(O)=O)#[N:2].[NH:12]1[CH2:17][CH2:16][O:15][CH2:14][CH2:13]1.C(N(CC)CC)C. Product: [CH3:11][S:10][C:7]([N:12]1[CH2:17][CH2:16][O:15][CH2:14][CH2:13]1)=[CH:3][C:1]#[N:2]. The catalyst class is: 5. (3) Reactant: [CH3:1][C:2]1[CH:3]=[C:4]([CH:6]=[CH:7][CH:8]=1)[NH2:5].[CH2:9]([CH:11]([CH2:14][CH2:15][CH2:16][CH3:17])[CH2:12]Br)[CH3:10].C(=O)([O-])[O-].[K+].[K+]. Product: [CH2:9]([CH:11]([CH2:14][CH2:15][CH2:16][CH3:17])[CH2:12][N:5]([CH2:12][CH:11]([CH2:9][CH3:10])[CH2:14][CH2:15][CH2:16][CH3:17])[C:4]1[CH:6]=[CH:7][CH:8]=[C:2]([CH3:1])[CH:3]=1)[CH3:10]. The catalyst class is: 194. (4) Reactant: [Br:1][C:2]1[CH:7]=[CH:6][CH:5]=[CH:4][C:3]=1[F:8].[CH3:9][Si:10](Cl)([CH3:12])[CH3:11].C([N-]C(C)C)(C)C.[Li+].Cl. Product: [CH3:9][Si:10]([CH3:12])([CH3:11])[C:4]1[C:3]([F:8])=[C:2]([Br:1])[CH:7]=[CH:6][CH:5]=1. The catalyst class is: 7. (5) Reactant: [CH2:1]([NH:6][C:7]([C:9]([NH:12]C(=O)OC(C)(C)C)([CH3:11])[CH3:10])=[O:8])[CH2:2][CH:3]([CH3:5])[CH3:4].C(O)(C(F)(F)F)=O. Product: [NH2:12][C:9]([CH3:10])([CH3:11])[C:7]([NH:6][CH2:1][CH2:2][CH:3]([CH3:4])[CH3:5])=[O:8]. The catalyst class is: 2. (6) Reactant: [NH3:1].[CH3:2][O:3][C:4]([C:6]1[CH:7]=[C:8]([CH3:28])[C:9]2[O:15][C:14]3[C:16]([Cl:24])=[CH:17][C:18]([NH:20][CH2:21][CH2:22]Cl)=[CH:19][C:13]=3[CH2:12][S:11](=[O:26])(=[O:25])[C:10]=2[CH:27]=1)=[O:5]. Product: [CH3:2][O:3][C:4]([C:6]1[CH:7]=[C:8]([CH3:28])[C:9]2[O:15][C:14]3[C:16]([Cl:24])=[CH:17][C:18]([NH:20][CH2:21][CH2:22][NH2:1])=[CH:19][C:13]=3[CH2:12][S:11](=[O:25])(=[O:26])[C:10]=2[CH:27]=1)=[O:5]. The catalyst class is: 5. (7) Reactant: [CH2:1]([NH:6][C:7]1[CH:16]=[CH:15][C:14]2[C:13]([CH3:18])([CH3:17])[CH2:12][CH2:11][C:10]([CH3:20])([CH3:19])[C:9]=2[CH:8]=1)[CH2:2][CH2:3][CH2:4][CH3:5].[Cl:21][C:22](Cl)([O:24]C(=O)OC(Cl)(Cl)Cl)Cl. Product: [CH2:1]([N:6]([C:7]1[CH:16]=[CH:15][C:14]2[C:13]([CH3:18])([CH3:17])[CH2:12][CH2:11][C:10]([CH3:19])([CH3:20])[C:9]=2[CH:8]=1)[C:22]([Cl:21])=[O:24])[CH2:2][CH2:3][CH2:4][CH3:5]. The catalyst class is: 1. (8) Reactant: [NH2:1][CH2:2][C:3]([NH:5][CH:6]1[CH2:9][N:8]([C:10]([O:12][C:13]([CH3:16])([CH3:15])[CH3:14])=[O:11])[CH2:7]1)=[O:4].Cl[C:18]1[C:27]2[C:22](=[CH:23][CH:24]=[C:25]([C:28]([F:31])([F:30])[F:29])[CH:26]=2)[N:21]=[CH:20][N:19]=1.C(N(CC)CC)C. Product: [F:31][C:28]([F:29])([F:30])[C:25]1[CH:26]=[C:27]2[C:22](=[CH:23][CH:24]=1)[N:21]=[CH:20][N:19]=[C:18]2[NH:1][CH2:2][C:3]([NH:5][CH:6]1[CH2:9][N:8]([C:10]([O:12][C:13]([CH3:16])([CH3:15])[CH3:14])=[O:11])[CH2:7]1)=[O:4]. The catalyst class is: 41. (9) Reactant: [CH3:1][O:2][C:3]1[CH:4]=[C:5]2[C:10](=[CH:11][C:12]=1[O:13][CH3:14])[N:9]=[CH:8][CH:7]=[C:6]2[O:15][C:16]1[CH:21]=[CH:20][C:19]([OH:22])=[CH:18][C:17]=1[C:23](=[O:25])[CH3:24].[CH2:26](I)[CH2:27][CH2:28][CH3:29].C(=O)([O-])[O-].[K+].[K+]. Product: [CH2:26]([O:22][C:19]1[CH:20]=[CH:21][C:16]([O:15][C:6]2[C:5]3[C:10](=[CH:11][C:12]([O:13][CH3:14])=[C:3]([O:2][CH3:1])[CH:4]=3)[N:9]=[CH:8][CH:7]=2)=[C:17]([C:23](=[O:25])[CH3:24])[CH:18]=1)[CH2:27][CH2:28][CH3:29]. The catalyst class is: 9. (10) Reactant: C([N:8]1[CH2:13][CH2:12][O:11][C@H:10]([CH2:14][C:15]2[CH:20]=[CH:19][CH:18]=[C:17]([CH:21]=[CH:22][C:23]3[CH:24]=[N:25][CH:26]=[CH:27][CH:28]=3)[CH:16]=2)[CH2:9]1)(OC(C)(C)C)=O. Product: [N:25]1[CH:26]=[CH:27][CH:28]=[C:23]([CH2:22][CH2:21][C:17]2[CH:16]=[C:15]([CH:20]=[CH:19][CH:18]=2)[CH2:14][C@H:10]2[O:11][CH2:12][CH2:13][NH:8][CH2:9]2)[CH:24]=1. The catalyst class is: 29.